Dataset: Reaction yield outcomes from USPTO patents with 853,638 reactions. Task: Predict the reaction yield, written as a fraction of the theoretical maximum amount of product (1.0 means a 100% yield; for example, 0.34 means a 34% yield). (1) The reactants are [CH3:1][O:2][C:3]1[C:8]([O:9][CH3:10])=[C:7]([O:11][CH3:12])[CH:6]=[C:5]([CH3:13])[C:4]=1[CH:14]([C:16]1[C:21]([C:22]([F:25])([F:24])[F:23])=[CH:20][N:19]=[CH:18][C:17]=1[Cl:26])[OH:15]. The catalyst is [O-2].[O-2].[Mn+4].C1(C)C=CC=CC=1. The product is [CH3:1][O:2][C:3]1[C:8]([O:9][CH3:10])=[C:7]([O:11][CH3:12])[CH:6]=[C:5]([CH3:13])[C:4]=1[C:14]([C:16]1[C:21]([C:22]([F:25])([F:23])[F:24])=[CH:20][N:19]=[CH:18][C:17]=1[Cl:26])=[O:15]. The yield is 0.940. (2) The reactants are COC1C=CC2N=C(N[C:11](=O)[NH:12][CH2:13][C:14]3C=CC(C(O)=O)=CC=3)SC=2C=1.[C:26](=[O:29])([O-])N.NC1S[C:33]2C=C(OC)C=C[C:34]=2[N:35]=1.NCC1C=CC(C(O)=O)=CC=1. No catalyst specified. The product is [NH2:35][CH2:34][CH2:33][N:12]1[CH2:11][CH2:26][O:29][CH2:14][CH2:13]1. The yield is 0.280.